From a dataset of Experimentally validated miRNA-target interactions with 360,000+ pairs, plus equal number of negative samples. Binary Classification. Given a miRNA mature sequence and a target amino acid sequence, predict their likelihood of interaction. The miRNA is hsa-miR-6722-5p with sequence AGGCGCACCCGACCACAUGC. The protein sequence of the target gene is MDGSGEQLGSGGPTSSEQIMKTGAFLLQGFIQDRAGRMAGETPELTLEQPPQDASTKKLSECLRRIGDELDSNMELQRMIADVDTDSPREVFFRVAADMFADGNFNWGRVVALFYFASKLVLKALCTKVPELIRTIMGWTLDFLRERLLVWIQDQGGWEGLLSYFGTPTWQTVTIFVAGVLTASLTIWKKMG. Result: 0 (no interaction).